From a dataset of Forward reaction prediction with 1.9M reactions from USPTO patents (1976-2016). Predict the product of the given reaction. (1) Given the reactants [C:1]([O:5][C:6]([N:8]1[CH2:30][CH2:29][C:11]2[N:12]([CH:20]=[CH:21][C:22]3[CH:23]=[N:24][C:25]([CH3:28])=[CH:26][CH:27]=3)[C:13]3[CH:14]=[CH:15][C:16]([CH3:19])=[CH:17][C:18]=3[C:10]=2[CH2:9]1)=[O:7])([CH3:4])([CH3:3])[CH3:2], predict the reaction product. The product is: [C:1]([O:5][C:6]([N:8]1[CH2:30][CH2:29][C:11]2[N:12]([CH2:20][CH2:21][C:22]3[CH:23]=[N:24][C:25]([CH3:28])=[CH:26][CH:27]=3)[C:13]3[CH:14]=[CH:15][C:16]([CH3:19])=[CH:17][C:18]=3[C:10]=2[CH2:9]1)=[O:7])([CH3:4])([CH3:2])[CH3:3]. (2) Given the reactants [CH2:1]([O:3][C:4]([C:6]1[C:17](=[O:18])[C:16]2[C:19]3[N:8]([N:9]([CH3:22])[CH2:10][O:11][C:12]=3[C:13](F)=[C:14]([F:20])[CH:15]=2)[CH:7]=1)=[O:5])[CH3:2].[F:23][C:24]1[CH:25]=[C:26]([N:36]2[CH2:40][C@H:39]([CH2:41][NH:42][C:43](=[O:45])[CH3:44])[O:38][C:37]2=[O:46])[CH:27]=[CH:28][C:29]=1[N:30]1[CH2:35][CH2:34][NH:33][CH2:32][CH2:31]1, predict the reaction product. The product is: [CH2:1]([O:3][C:4]([C:6]1[C:17](=[O:18])[C:16]2[C:19]3[N:8]([N:9]([CH3:22])[CH2:10][O:11][C:12]=3[C:13]([N:33]3[CH2:34][CH2:35][N:30]([C:29]4[CH:28]=[CH:27][C:26]([N:36]5[CH2:40][C@H:39]([CH2:41][NH:42][C:43](=[O:45])[CH3:44])[O:38][C:37]5=[O:46])=[CH:25][C:24]=4[F:23])[CH2:31][CH2:32]3)=[C:14]([F:20])[CH:15]=2)[CH:7]=1)=[O:5])[CH3:2]. (3) Given the reactants [I:1][C:2]1[CH:7]=[CH:6][C:5]([NH:8][C:9]2[CH:17]=[N:16][CH:15]=[CH:14][C:10]=2[C:11]([OH:13])=O)=[C:4]([CH3:18])[CH:3]=1.CCN(C(C)C)C(C)C.Cl.[CH2:29]([O:31][NH2:32])[CH3:30], predict the reaction product. The product is: [CH2:29]([O:31][NH:32][C:11](=[O:13])[C:10]1[CH:14]=[CH:15][N:16]=[CH:17][C:9]=1[NH:8][C:5]1[CH:6]=[CH:7][C:2]([I:1])=[CH:3][C:4]=1[CH3:18])[CH3:30]. (4) Given the reactants [OH:1][C@@:2]1([CH2:22][O:23][CH3:24])[CH2:7][CH2:6][CH2:5][CH2:4][C@H:3]1[N:8]1[C:12]([C:13]2[CH:18]=[CH:17][CH:16]=[CH:15][CH:14]=2)=[C:11]([C:19](O)=[O:20])[N:10]=[CH:9]1.[NH:25]([CH2:32][CH2:33][C@H:34]1[NH:39][CH2:38][CH2:37][N:36]([C:40]([O:42][CH2:43][C:44]2[CH:49]=[CH:48][CH:47]=[CH:46][CH:45]=2)=[O:41])[CH2:35]1)[C:26]1[CH:31]=[CH:30][CH:29]=[CH:28][CH:27]=1.CCN=C=NCCCN(C)C.Cl.C1C=CC2N(O)N=NC=2C=1.C(=O)([O-])O.[Na+], predict the reaction product. The product is: [NH:25]([CH2:32][CH2:33][C@H:34]1[N:39]([C:19]([C:11]2[N:10]=[CH:9][N:8]([C@@H:3]3[CH2:4][CH2:5][CH2:6][CH2:7][C@@:2]3([OH:1])[CH2:22][O:23][CH3:24])[C:12]=2[C:13]2[CH:14]=[CH:15][CH:16]=[CH:17][CH:18]=2)=[O:20])[CH2:38][CH2:37][N:36]([C:40]([O:42][CH2:43][C:44]2[CH:45]=[CH:46][CH:47]=[CH:48][CH:49]=2)=[O:41])[CH2:35]1)[C:26]1[CH:27]=[CH:28][CH:29]=[CH:30][CH:31]=1. (5) Given the reactants Br[C:2]1[CH:7]=[CH:6][CH:5]=[CH:4][C:3]=1[F:8].C([Li])CCC.[CH3:14][C:15]1[C@H:19]2[CH2:20][O:21][CH2:22][C@H:18]2[O:17][N:16]=1.B(F)(F)F.CCOCC.[Cl-].[NH4+], predict the reaction product. The product is: [F:8][C:3]1[CH:4]=[CH:5][CH:6]=[CH:7][C:2]=1[C@:15]1([CH3:14])[C@H:19]2[CH2:20][O:21][CH2:22][C@H:18]2[O:17][NH:16]1. (6) Given the reactants [O:1]=[C:2]1[C:10]2[C:5](=[CH:6][CH:7]=[CH:8][CH:9]=2)[C:4](=[O:11])[N:3]1[C:12](OCC)=O.NC1[CH2:23][CH2:22][CH:21]([OH:24])[CH2:20][CH2:19]1.C([O-])([O-])=O.[K+].[K+].CC(=O)OCC, predict the reaction product. The product is: [OH:24][CH:21]1[CH2:22][CH2:23][CH:12]([N:3]2[C:4](=[O:11])[C:5]3[C:10](=[CH:9][CH:8]=[CH:7][CH:6]=3)[C:2]2=[O:1])[CH2:19][CH2:20]1.